From a dataset of Catalyst prediction with 721,799 reactions and 888 catalyst types from USPTO. Predict which catalyst facilitates the given reaction. (1) Reactant: [Cl:1][C:2]1[CH:3]=[C:4]([CH:20]=[CH:21][CH:22]=1)[C:5]([NH:7][CH2:8][C:9]1[CH:14]=[CH:13][C:12]([C:15]#[N:16])=[CH:11][C:10]=1[N+:17]([O-])=O)=[O:6]. Product: [NH2:17][C:10]1[CH:11]=[C:12]([C:15]#[N:16])[CH:13]=[CH:14][C:9]=1[CH2:8][NH:7][C:5](=[O:6])[C:4]1[CH:20]=[CH:21][CH:22]=[C:2]([Cl:1])[CH:3]=1. The catalyst class is: 183. (2) The catalyst class is: 708. Product: [Cl:8][C:6]1[N:7]=[C:2]([NH:29][CH2:28][C:25]2[CH:26]=[N:27][C:22]([Cl:21])=[CH:23][CH:24]=2)[N:3]=[C:4]([NH:9][C:10]2[CH:15]=[CH:14][C:13]([F:16])=[C:12]([C:17]([F:20])([F:19])[F:18])[CH:11]=2)[N:5]=1. Reactant: Cl[C:2]1[N:7]=[C:6]([Cl:8])[N:5]=[C:4]([NH:9][C:10]2[CH:15]=[CH:14][C:13]([F:16])=[C:12]([C:17]([F:20])([F:19])[F:18])[CH:11]=2)[N:3]=1.[Cl:21][C:22]1[N:27]=[CH:26][C:25]([CH2:28][NH2:29])=[CH:24][CH:23]=1. (3) Reactant: Br[CH2:2][C:3]1[CH:8]=[C:7]([CH2:9]Br)[C:6]([CH2:11]Br)=[CH:5][C:4]=1[CH2:13]Br.[P:15]([O:22]CC)([O:19]CC)[O:16]CC. Product: [C:7]1([CH2:9][P:15](=[O:16])([OH:22])[OH:19])[CH:8]=[C:3]([CH2:2][P:15](=[O:22])([OH:19])[OH:16])[C:4]([CH2:13][P:15](=[O:22])([OH:19])[OH:16])=[CH:5][C:6]=1[CH2:11][P:15](=[O:22])([OH:19])[OH:16]. The catalyst class is: 33. (4) Reactant: [C:1](Cl)(=[O:4])[CH2:2][CH3:3].Cl.[CH3:7][O:8][C:9]1[CH:14]=[CH:13][C:12]([C:15]2[N:16]=[CH:17][N:18]([C:20]([N:22]([CH3:29])[CH:23]3[CH2:28][CH2:27][NH:26][CH2:25][CH2:24]3)=[O:21])[CH:19]=2)=[CH:11][C:10]=1[CH3:30].CCN(C(C)C)C(C)C.O. Product: [CH3:7][O:8][C:9]1[CH:14]=[CH:13][C:12]([C:15]2[N:16]=[CH:17][N:18]([C:20]([N:22]([CH3:29])[CH:23]3[CH2:28][CH2:27][N:26]([C:1](=[O:4])[CH2:2][CH3:3])[CH2:25][CH2:24]3)=[O:21])[CH:19]=2)=[CH:11][C:10]=1[CH3:30]. The catalyst class is: 2. (5) Reactant: [F:1][C:2]1[CH:7]=[C:6]([B:8]2[O:12][C:11]([CH3:14])([CH3:13])[C:10]([CH3:16])([CH3:15])[O:9]2)[CH:5]=[CH:4][C:3]=1[OH:17].[CH2:18]([O:20][C:21](=[O:26])[CH2:22][CH2:23][CH2:24]Br)[CH3:19].C([O-])([O-])=O.[Cs+].[Cs+]. Product: [CH2:18]([O:20][C:21](=[O:26])[CH2:22][CH2:23][CH2:24][O:17][C:3]1[CH:4]=[CH:5][C:6]([B:8]2[O:12][C:11]([CH3:13])([CH3:14])[C:10]([CH3:16])([CH3:15])[O:9]2)=[CH:7][C:2]=1[F:1])[CH3:19]. The catalyst class is: 3. (6) Reactant: Cl[C:2]1[N:3]=[C:4]([N:15]2[CH2:20][CH2:19][O:18][CH2:17][CH2:16]2)[C:5]2[O:10][C:9]3[N:11]=[CH:12][CH:13]=[CH:14][C:8]=3[C:6]=2[N:7]=1.[NH:21]1[C:29]2[CH:28]=[CH:27][CH:26]=[C:25](B(O)O)[C:24]=2[CH:23]=[CH:22]1.C(=O)([O-])O.[Na+].C(O)C. Product: [NH:21]1[C:29]2[C:24](=[C:25]([C:2]3[N:3]=[C:4]([N:15]4[CH2:20][CH2:19][O:18][CH2:17][CH2:16]4)[C:5]4[O:10][C:9]5[N:11]=[CH:12][CH:13]=[CH:14][C:8]=5[C:6]=4[N:7]=3)[CH:26]=[CH:27][CH:28]=2)[CH:23]=[CH:22]1. The catalyst class is: 226. (7) Reactant: [F:1][C:2]1[C:7]([C:8]2[N:12]([S:13]([C:16]3[CH:17]=[N:18][CH:19]=[CH:20][CH:21]=3)(=[O:15])=[O:14])[CH:11]=[C:10]([CH2:22][N:23](C)[C:24](=O)OC(C)(C)C)[CH:9]=2)=[CH:6][CH:5]=[CH:4][N:3]=1.[C:32]([O:35]CC)(=[O:34])[CH3:33].Cl.[C:39]([O:42]CC)(=[O:41])[CH3:40]. Product: [C:39]([OH:42])(=[O:41])/[CH:40]=[CH:33]/[C:32]([OH:35])=[O:34].[F:1][C:2]1[C:7]([C:8]2[N:12]([S:13]([C:16]3[CH:17]=[N:18][CH:19]=[CH:20][CH:21]=3)(=[O:14])=[O:15])[CH:11]=[C:10]([CH2:22][NH:23][CH3:24])[CH:9]=2)=[CH:6][CH:5]=[CH:4][N:3]=1. The catalyst class is: 5. (8) Reactant: [C:1]([C:3]1([CH2:9][C:10]([OH:12])=[O:11])[CH:8]=[CH:7][CH2:6][CH:5]=[CH:4]1)#[N:2].[NH4+].[OH-]. Product: [C:1]([C:3]1([CH2:9][C:10]([OH:12])=[O:11])[CH2:8][CH2:7][CH2:6][CH2:5][CH2:4]1)#[N:2]. The catalyst class is: 43. (9) Product: [CH2:1]([O:8][C:9]1[C:14]([CH2:15][CH2:39][CH2:38][CH2:37][CH2:36][CH2:35][CH2:34][CH2:33][CH2:32][CH2:31][CH2:30][CH2:29][CH2:28][CH2:27][CH2:26][CH3:25])=[N:13][C:12]([N:16]2[C:20]([CH3:21])=[CH:19][CH:18]=[C:17]2[CH3:22])=[N:11][C:10]=1[CH3:23])[C:2]1[CH:7]=[CH:6][CH:5]=[CH:4][CH:3]=1. Reactant: [CH2:1]([O:8][C:9]1[C:10]([CH3:23])=[N:11][C:12]([N:16]2[C:20]([CH3:21])=[CH:19][CH:18]=[C:17]2[CH3:22])=[N:13][C:14]=1[CH3:15])[C:2]1[CH:7]=[CH:6][CH:5]=[CH:4][CH:3]=1.Br[CH2:25][CH2:26][CH2:27][CH2:28][CH2:29][CH2:30][CH2:31][CH2:32][CH2:33][CH2:34][CH2:35][CH2:36][CH2:37][CH2:38][CH3:39].[Li]CCCC. The catalyst class is: 773.